This data is from Full USPTO retrosynthesis dataset with 1.9M reactions from patents (1976-2016). The task is: Predict the reactants needed to synthesize the given product. (1) Given the product [F:18][C:19]([F:34])([F:35])[C:20]1[CH:21]=[CH:22][C:23]([CH2:26][CH2:27][C@@H:28]2[NH:29][CH2:30][CH2:31][N:17]([C:6]3[C:5]4[CH:4]=[C:3]([CH3:2])[S:12][C:11]=4[NH:10][C:9]4[CH:13]=[CH:14][CH:15]=[CH:16][C:8]=4[N:7]=3)[CH2:33]2)=[CH:24][CH:25]=1, predict the reactants needed to synthesize it. The reactants are: Cl.[CH3:2][C:3]1[S:12][C:11]2[NH:10][C:9]3[CH:13]=[CH:14][CH:15]=[CH:16][C:8]=3[N:7]=[C:6]([NH2:17])[C:5]=2[CH:4]=1.[F:18][C:19]([F:35])([F:34])[C:20]1[CH:25]=[CH:24][C:23]([CH2:26][CH2:27][C@H:28]2[CH2:33]N[CH2:31][CH2:30][NH:29]2)=[CH:22][CH:21]=1.C(N(CC)C(C)C)(C)C.CS(C)=O. (2) Given the product [C:28]([NH:31][C:32]1[CH:37]=[C:36]([C:13]2[CH2:14][CH2:15][N:16]([C:19]([O:21][C:22]([CH3:25])([CH3:24])[CH3:23])=[O:20])[CH2:17][CH:18]=2)[CH:35]=[CH:34][CH:33]=1)(=[O:30])[CH3:29], predict the reactants needed to synthesize it. The reactants are: C([O-])([O-])=O.[Na+].[Na+].FC(F)(F)S(O[C:13]1[CH2:14][CH2:15][N:16]([C:19]([O:21][C:22]([CH3:25])([CH3:24])[CH3:23])=[O:20])[CH2:17][CH:18]=1)(=O)=O.[C:28]([NH:31][C:32]1[CH:33]=[C:34](B(O)O)[CH:35]=[CH:36][CH:37]=1)(=[O:30])[CH3:29]. (3) Given the product [CH2:1]([O:8][C:9]([NH:11][C@@H:12]([CH2:16][C:17]1[CH:22]=[CH:21][C:20]([CH:23]2[S:27](=[O:29])(=[O:28])[NH:26][C:25](=[O:30])[CH2:24]2)=[C:19]([CH3:31])[CH:18]=1)[C:13]([NH:59][CH2:60][CH2:61][CH2:62][CH2:63][O:64][C:65]1[CH:74]=[CH:73][CH:72]=[C:71]([OH:75])[C:66]=1[C:67]([O:69][CH3:70])=[O:68])=[O:14])=[O:10])[C:2]1[CH:7]=[CH:6][CH:5]=[CH:4][CH:3]=1, predict the reactants needed to synthesize it. The reactants are: [CH2:1]([O:8][C:9]([NH:11][C@@H:12]([CH2:16][C:17]1[CH:22]=[CH:21][C:20]([CH:23]2[S:27](=[O:29])(=[O:28])[NH:26][C:25](=[O:30])[CH2:24]2)=[C:19]([CH3:31])[CH:18]=1)[C:13](O)=[O:14])=[O:10])[C:2]1[CH:7]=[CH:6][CH:5]=[CH:4][CH:3]=1.F[P-](F)(F)(F)(F)F.N1(O[P+](N(C)C)(N(C)C)N(C)C)C2C=CC=CC=2N=N1.[NH2:59][CH2:60][CH2:61][CH2:62][CH2:63][O:64][C:65]1[CH:74]=[CH:73][CH:72]=[C:71]([OH:75])[C:66]=1[C:67]([O:69][CH3:70])=[O:68].C(N(CC)C(C)C)(C)C. (4) Given the product [F:1][C:2]1[CH:7]=[CH:6][C:5]([C:8]2[CH:13]=[CH:12][N:11]=[CH:10][C:9]=2[N:14]([CH2:15][C:16]2[N:17]([CH3:21])[CH:18]=[CH:19][N:20]=2)[C:31](=[O:32])[C:30]2[CH:34]=[C:35]([C:37]([F:40])([F:38])[F:39])[CH:36]=[C:28]([S:25]([CH3:24])(=[O:27])=[O:26])[CH:29]=2)=[C:4]([O:22][CH3:23])[CH:3]=1, predict the reactants needed to synthesize it. The reactants are: [F:1][C:2]1[CH:7]=[CH:6][C:5]([C:8]2[CH:13]=[CH:12][N:11]=[CH:10][C:9]=2[NH:14][CH2:15][C:16]2[N:17]([CH3:21])[CH:18]=[CH:19][N:20]=2)=[C:4]([O:22][CH3:23])[CH:3]=1.[CH3:24][S:25]([C:28]1[CH:29]=[C:30]([CH:34]=[C:35]([C:37]([F:40])([F:39])[F:38])[CH:36]=1)[C:31](O)=[O:32])(=[O:27])=[O:26].